From a dataset of Reaction yield outcomes from USPTO patents with 853,638 reactions. Predict the reaction yield, written as a fraction of the theoretical maximum amount of product (1.0 means a 100% yield; for example, 0.34 means a 34% yield). (1) The reactants are [CH3:1][NH:2][CH2:3][CH2:4][NH2:5].[F:6][C:7]([F:14])([F:13])[C:8]([O:10]CC)=O.O. The yield is 0.850. The catalyst is C(#N)C. The product is [F:14][C:7]([F:6])([F:13])[C:8]([NH:5][CH2:4][CH2:3][NH:2][CH3:1])=[O:10]. (2) The reactants are [CH3:1][O:2][C:3]([NH:5][C@H:6]([C:10]1[CH:15]=[CH:14][CH:13]=[CH:12][CH:11]=1)[C:7]([OH:9])=[O:8])=[O:4].Cl.[CH2:17]([O:24][C:25](=[O:31])[C@@H:26]1[CH2:30][CH2:29][CH2:28][NH:27]1)[C:18]1[CH:23]=[CH:22][CH:21]=[CH:20][CH:19]=1. No catalyst specified. The product is [CH2:17]([O:24][C:25]([C@@H:26]1[CH2:30][CH2:29][CH2:28][N:27]1[C:7](=[O:9])[C@H:6]([NH:5][C:3]([O:2][CH3:1])=[O:4])[C:10]1[CH:15]=[CH:14][CH:13]=[CH:12][CH:11]=1)=[O:31])[C:18]1[CH:19]=[CH:20][CH:21]=[CH:22][CH:23]=1.[CH2:17]([O:24][C:25]([C@@H:26]1[CH2:30][CH2:29][CH2:28][N:27]1[C:7](=[O:8])[C@@H:6]([NH:5][C:3]([O:2][CH3:1])=[O:4])[C:10]1[CH:15]=[CH:14][CH:13]=[CH:12][CH:11]=1)=[O:31])[C:18]1[CH:19]=[CH:20][CH:21]=[CH:22][CH:23]=1. The yield is 0.310. (3) The reactants are C(BC(C(C)C)C)(C(C)C)C.[CH2:12]([C:15]1[C:24]2[O:23][CH2:22][C:21](=[O:25])[NH:20][C:19]=2[CH:18]=[CH:17][CH:16]=1)[CH:13]=[CH2:14].[OH-:26].[Na+].OO. The catalyst is C1COCC1.C(O)C.O. The product is [OH:26][CH2:14][CH2:13][CH2:12][C:15]1[C:24]2[O:23][CH2:22][C:21](=[O:25])[NH:20][C:19]=2[CH:18]=[CH:17][CH:16]=1. The yield is 0.690. (4) The reactants are [P:1]([O:13][CH2:14][O:15][C:16]1[CH:21]=[CH:20][C:19]([CH2:22][N:23]([CH2:32][CH:33]2[CH2:36][CH2:35][CH2:34]2)[C:24]([C:26]2[NH:30][N:29]=[C:28]([Cl:31])[CH:27]=2)=[O:25])=[C:18]([F:37])[CH:17]=1)([O:8]C(C)(C)C)([O:3]C(C)(C)C)=[O:2].C(O)(C(F)(F)F)=O.[SiH](CC)(CC)CC. The catalyst is C(#N)C. The product is [P:1]([OH:8])([OH:3])([O:13][CH2:14][O:15][C:16]1[CH:21]=[CH:20][C:19]([CH2:22][N:23]([CH2:32][CH:33]2[CH2:34][CH2:35][CH2:36]2)[C:24]([C:26]2[NH:30][N:29]=[C:28]([Cl:31])[CH:27]=2)=[O:25])=[C:18]([F:37])[CH:17]=1)=[O:2]. The yield is 0.420. (5) The reactants are [CH2:1]([CH:3]([NH:6][C:7]1[CH:12]=[C:11]([CH3:13])[N:10]=[C:9]([O:14][C:15]2[C:20]([CH3:21])=[CH:19][C:18]([CH3:22])=[CH:17][C:16]=2[CH3:23])[C:8]=1[N+:24]([O-])=O)[CH2:4][CH3:5])[CH3:2]. The catalyst is C(O)C.[Pd]. The product is [CH2:1]([CH:3]([NH:6][C:7]1[CH:12]=[C:11]([CH3:13])[N:10]=[C:9]([O:14][C:15]2[C:20]([CH3:21])=[CH:19][C:18]([CH3:22])=[CH:17][C:16]=2[CH3:23])[C:8]=1[NH2:24])[CH2:4][CH3:5])[CH3:2]. The yield is 0.970. (6) The reactants are [NH2:1][C:2]1[N:7]([CH2:8][C:9]2[C:13]([CH3:14])=[N:12][O:11][N:10]=2)[C:6](=[S:15])[NH:5][C:4](=[O:16])[CH:3]=1.[N:17]([O-])=O.[Na+].S(S([O-])=O)([O-])=O.[Na+].[Na+]. No catalyst specified. The product is [NH2:17][C:3]1[C:4](=[O:16])[NH:5][C:6](=[S:15])[N:7]([CH2:8][C:9]2[C:13]([CH3:14])=[N:12][O:11][N:10]=2)[C:2]=1[NH2:1]. The yield is 0.880. (7) The reactants are Cl[C:2]1[CH:7]=[C:6]([C:8]2[CH:13]=[C:12]([Cl:14])[CH:11]=[CH:10][C:9]=2[CH3:15])[N:5]=[C:4]([NH2:16])[N:3]=1.[NH2:17][C:18]1[CH:23]=[CH:22][C:21]([CH:24]([OH:29])[C:25]([F:28])([F:27])[F:26])=[CH:20][CH:19]=1. No catalyst specified. The product is [NH2:16][C:4]1[N:3]=[C:2]([NH:17][C:18]2[CH:23]=[CH:22][C:21]([CH:24]([OH:29])[C:25]([F:26])([F:27])[F:28])=[CH:20][CH:19]=2)[CH:7]=[C:6]([C:8]2[CH:13]=[C:12]([Cl:14])[CH:11]=[CH:10][C:9]=2[CH3:15])[N:5]=1. The yield is 0.660.